Dataset: Full USPTO retrosynthesis dataset with 1.9M reactions from patents (1976-2016). Task: Predict the reactants needed to synthesize the given product. (1) Given the product [CH3:25][O:24][C:7]1[CH:6]=[CH:5][C:4]2[N:3]=[C:2]([NH:26][C:27]3[CH:28]=[CH:29][C:30]([CH2:33][N:35]4[CH2:36][CH2:37][N:38]([CH3:41])[CH2:39][CH2:40]4)=[CH:31][CH:32]=3)[C:11]3=[N:12][NH:13][CH:14]=[C:10]3[C:9]=2[CH:8]=1, predict the reactants needed to synthesize it. The reactants are: Cl[C:2]1[C:11]2=[N:12][N:13](CC3C=CC(OC)=CC=3)[CH:14]=[C:10]2[C:9]2[CH:8]=[C:7]([O:24][CH3:25])[CH:6]=[CH:5][C:4]=2[N:3]=1.[NH2:26][C:27]1[CH:32]=[CH:31][C:30]([C:33]([N:35]2[CH2:40][CH2:39][N:38]([CH3:41])[CH2:37][CH2:36]2)=O)=[CH:29][CH:28]=1.Cl.[OH-].[Na+]. (2) Given the product [CH3:11][O:12][C:13]([C:15]1[S:16][C:17]([CH2:20][CH2:21][CH2:22][C@@H:23]2[C@@H:24]([C:30]3[CH:35]=[CH:34][C:33]([CH:36]([O:42][CH2:43][C:44]4[CH:49]=[CH:48][C:47]([O:50][CH3:51])=[CH:46][CH:45]=4)[CH2:37][CH2:38][CH2:39][CH2:40][CH3:41])=[CH:32][CH:31]=3)[C:25](=[O:29])[CH:26]=[CH:27]2)=[CH:18][CH:19]=1)=[O:14], predict the reactants needed to synthesize it. The reactants are: CS(C)=O.C(Cl)(=O)C(Cl)=O.[CH3:11][O:12][C:13]([C:15]1[S:16][C:17]([CH2:20][CH2:21][CH2:22][C@H:23]2[C@H:27](Cl)[CH2:26][C@@H:25]([OH:29])[C@@H:24]2[C:30]2[CH:35]=[CH:34][C:33]([CH:36]([O:42][CH2:43][C:44]3[CH:49]=[CH:48][C:47]([O:50][CH3:51])=[CH:46][CH:45]=3)[CH2:37][CH2:38][CH2:39][CH2:40][CH3:41])=[CH:32][CH:31]=2)=[CH:18][CH:19]=1)=[O:14].CCN(CC)CC. (3) The reactants are: [OH-].[Na+].C1COCC1.C([O:16][C@@H:17]([C:28]1[N:29]=[C:30]([NH:33][C:34](=[O:54])/[C:35](/[C:42]2[CH:47]=[CH:46][C:45]([S:48]([CH:51]3[CH2:53][CH2:52]3)(=[O:50])=[O:49])=[CH:44][CH:43]=2)=[CH:36]/[CH:37]2[CH2:41][CH2:40][CH2:39][CH2:38]2)[S:31][CH:32]=1)[CH2:18][O:19]C(=O)C1C=CC=CC=1)(=O)C1C=CC=CC=1. Given the product [CH:37]1(/[CH:36]=[C:35](\[C:42]2[CH:47]=[CH:46][C:45]([S:48]([CH:51]3[CH2:53][CH2:52]3)(=[O:50])=[O:49])=[CH:44][CH:43]=2)/[C:34]([NH:33][C:30]2[S:31][CH:32]=[C:28]([C@H:17]([OH:16])[CH2:18][OH:19])[N:29]=2)=[O:54])[CH2:41][CH2:40][CH2:39][CH2:38]1, predict the reactants needed to synthesize it.